This data is from Full USPTO retrosynthesis dataset with 1.9M reactions from patents (1976-2016). The task is: Predict the reactants needed to synthesize the given product. (1) Given the product [NH2:16][C:14]1[CH:13]=[CH:12][C:11]([CH3:19])=[C:10]([CH:15]=1)[C:9]([NH:8][C:5]1[CH:6]=[CH:7][C:2]([Br:1])=[CH:3][CH:4]=1)=[O:20], predict the reactants needed to synthesize it. The reactants are: [Br:1][C:2]1[CH:7]=[CH:6][C:5]([NH:8][C:9](=[O:20])[C:10]2[CH:15]=[C:14]([N+:16]([O-])=O)[CH:13]=[CH:12][C:11]=2[CH3:19])=[CH:4][CH:3]=1.CC1C(O)=C(C=O)C(COP(O)(O)=O)=CN=1.O. (2) The reactants are: [Br:1][C:2]1[CH:7]=[CH:6][C:5](I)=[CH:4][CH:3]=1.[C:9]1([C:15]#[CH:16])[CH:14]=[CH:13][CH:12]=[CH:11][CH:10]=1.O1CCCC1.Cl. Given the product [Br:1][C:2]1[CH:7]=[CH:6][C:5]([C:16]#[C:15][C:9]2[CH:14]=[CH:13][CH:12]=[CH:11][CH:10]=2)=[CH:4][CH:3]=1, predict the reactants needed to synthesize it. (3) Given the product [F:20][C:14]1[C:15]([F:19])=[CH:16][CH:17]=[CH:18][C:13]=1[C@:45]12[CH2:44][O:43][C@H:42]([CH2:41][O:40][C:21]([C:22]3[CH:27]=[CH:26][CH:25]=[CH:24][CH:23]=3)([C:28]3[CH:29]=[CH:30][CH:31]=[CH:32][CH:33]=3)[C:34]3[CH:39]=[CH:38][CH:37]=[CH:36][CH:35]=3)[C@H:49]1[CH2:48][O:47][NH:46]2, predict the reactants needed to synthesize it. The reactants are: C([Li])CCC.CCCCCC.Br[C:13]1[CH:18]=[CH:17][CH:16]=[C:15]([F:19])[C:14]=1[F:20].[C:21]([O:40][CH2:41][C@@H:42]1[C@@H:49]2[C:45](=[N:46][O:47][CH2:48]2)[CH2:44][O:43]1)([C:34]1[CH:39]=[CH:38][CH:37]=[CH:36][CH:35]=1)([C:28]1[CH:33]=[CH:32][CH:31]=[CH:30][CH:29]=1)[C:22]1[CH:27]=[CH:26][CH:25]=[CH:24][CH:23]=1.[NH4+].[Cl-]. (4) Given the product [NH2:15][C:14]1[CH:13]=[C:12]2[C:8]([C:9]([Br:35])=[N:10][N:11]2[C:16]([C:17]2[CH:18]=[CH:19][CH:20]=[CH:21][CH:22]=2)([C:23]2[CH:28]=[CH:27][CH:26]=[CH:25][CH:24]=2)[C:29]2[CH:34]=[CH:33][CH:32]=[CH:31][CH:30]=2)=[CH:7][C:6]=1[CH2:5][OH:4], predict the reactants needed to synthesize it. The reactants are: C([O:4][CH2:5][C:6]1[CH:7]=[C:8]2[C:12](=[CH:13][C:14]=1[NH2:15])[N:11]([C:16]([C:29]1[CH:34]=[CH:33][CH:32]=[CH:31][CH:30]=1)([C:23]1[CH:28]=[CH:27][CH:26]=[CH:25][CH:24]=1)[C:17]1[CH:22]=[CH:21][CH:20]=[CH:19][CH:18]=1)[N:10]=[C:9]2[Br:35])(=O)C.C1COCC1.CCO.[H][H].[Li+].[OH-]. (5) Given the product [Cl:46][CH2:45][CH2:44][N:11]1[CH:12]=[C:8]([C:6](=[O:7])[N:5]([CH2:1][CH2:2][CH2:3][CH3:4])[CH2:33][CH2:34][CH2:35][CH3:36])[N:9]=[C:10]1[C:13]1[CH:22]=[CH:21][C:16]([C:17]([O:19][CH3:20])=[O:18])=[CH:15][C:14]=1[C:23]([O:25][CH2:26][C:27]1[CH:28]=[CH:29][CH:30]=[CH:31][CH:32]=1)=[O:24], predict the reactants needed to synthesize it. The reactants are: [CH2:1]([N:5]([CH2:33][CH2:34][CH2:35][CH3:36])[C:6]([C:8]1[N:9]=[C:10]([C:13]2[CH:22]=[CH:21][C:16]([C:17]([O:19][CH3:20])=[O:18])=[CH:15][C:14]=2[C:23]([O:25][CH2:26][C:27]2[CH:32]=[CH:31][CH:30]=[CH:29][CH:28]=2)=[O:24])[NH:11][CH:12]=1)=[O:7])[CH2:2][CH2:3][CH3:4].C(=O)([O-])[O-].[Cs+].[Cs+].Br[CH2:44][CH2:45][Cl:46]. (6) The reactants are: CC1(C)[O:6][C@@H:5]([CH2:7][O:8][NH:9][C:10]([C:12]2[C:20]3[C:15](=[N:16][CH:17]=[CH:18][CH:19]=3)[S:14][C:13]=2[NH:21][C:22]2[CH:27]=[CH:26][C:25]([I:28])=[CH:24][C:23]=2[F:29])=[O:11])[CH2:4][O:3]1.Cl. Given the product [OH:6][C@H:5]([CH2:4][OH:3])[CH2:7][O:8][NH:9][C:10]([C:12]1[C:20]2[C:15](=[N:16][CH:17]=[CH:18][CH:19]=2)[S:14][C:13]=1[NH:21][C:22]1[CH:27]=[CH:26][C:25]([I:28])=[CH:24][C:23]=1[F:29])=[O:11], predict the reactants needed to synthesize it.